Dataset: NCI-60 drug combinations with 297,098 pairs across 59 cell lines. Task: Regression. Given two drug SMILES strings and cell line genomic features, predict the synergy score measuring deviation from expected non-interaction effect. (1) Synergy scores: CSS=41.9, Synergy_ZIP=10.6, Synergy_Bliss=12.9, Synergy_Loewe=-12.4, Synergy_HSA=11.1. Drug 2: CCC(=C(C1=CC=CC=C1)C2=CC=C(C=C2)OCCN(C)C)C3=CC=CC=C3.C(C(=O)O)C(CC(=O)O)(C(=O)O)O. Drug 1: CCC1=CC2CC(C3=C(CN(C2)C1)C4=CC=CC=C4N3)(C5=C(C=C6C(=C5)C78CCN9C7C(C=CC9)(C(C(C8N6C)(C(=O)OC)O)OC(=O)C)CC)OC)C(=O)OC.C(C(C(=O)O)O)(C(=O)O)O. Cell line: SK-MEL-28. (2) Drug 1: C1CN1C2=NC(=NC(=N2)N3CC3)N4CC4. Drug 2: COC1=C2C(=CC3=C1OC=C3)C=CC(=O)O2. Cell line: M14. Synergy scores: CSS=20.5, Synergy_ZIP=2.57, Synergy_Bliss=4.26, Synergy_Loewe=-16.0, Synergy_HSA=1.63. (3) Drug 1: CCN(CC)CCNC(=O)C1=C(NC(=C1C)C=C2C3=C(C=CC(=C3)F)NC2=O)C. Drug 2: C1C(C(OC1N2C=NC(=NC2=O)N)CO)O. Cell line: EKVX. Synergy scores: CSS=-3.10, Synergy_ZIP=-0.293, Synergy_Bliss=-3.42, Synergy_Loewe=-7.59, Synergy_HSA=-6.15. (4) Drug 1: CC(C1=C(C=CC(=C1Cl)F)Cl)OC2=C(N=CC(=C2)C3=CN(N=C3)C4CCNCC4)N. Drug 2: CCC1(CC2CC(C3=C(CCN(C2)C1)C4=CC=CC=C4N3)(C5=C(C=C6C(=C5)C78CCN9C7C(C=CC9)(C(C(C8N6C)(C(=O)OC)O)OC(=O)C)CC)OC)C(=O)OC)O.OS(=O)(=O)O. Cell line: UACC62. Synergy scores: CSS=36.6, Synergy_ZIP=6.17, Synergy_Bliss=9.71, Synergy_Loewe=-13.1, Synergy_HSA=9.99. (5) Drug 1: C1=NC(=NC(=O)N1C2C(C(C(O2)CO)O)O)N. Drug 2: C1CN1C2=NC(=NC(=N2)N3CC3)N4CC4. Cell line: K-562. Synergy scores: CSS=58.5, Synergy_ZIP=4.35, Synergy_Bliss=4.05, Synergy_Loewe=9.33, Synergy_HSA=11.3. (6) Drug 1: CNC(=O)C1=CC=CC=C1SC2=CC3=C(C=C2)C(=NN3)C=CC4=CC=CC=N4. Drug 2: C1CCC(C1)C(CC#N)N2C=C(C=N2)C3=C4C=CNC4=NC=N3. Cell line: IGROV1. Synergy scores: CSS=3.98, Synergy_ZIP=-2.82, Synergy_Bliss=1.69, Synergy_Loewe=0.743, Synergy_HSA=1.66.